Dataset: NCI-60 drug combinations with 297,098 pairs across 59 cell lines. Task: Regression. Given two drug SMILES strings and cell line genomic features, predict the synergy score measuring deviation from expected non-interaction effect. (1) Drug 1: C1CN1C2=NC(=NC(=N2)N3CC3)N4CC4. Drug 2: CN(C(=O)NC(C=O)C(C(C(CO)O)O)O)N=O. Cell line: A498. Synergy scores: CSS=18.7, Synergy_ZIP=-3.26, Synergy_Bliss=-0.562, Synergy_Loewe=-44.6, Synergy_HSA=-0.936. (2) Drug 1: CC12CCC3C(C1CCC2O)C(CC4=C3C=CC(=C4)O)CCCCCCCCCS(=O)CCCC(C(F)(F)F)(F)F. Drug 2: CC1=C(C(=O)C2=C(C1=O)N3CC4C(C3(C2COC(=O)N)OC)N4)N. Cell line: UO-31. Synergy scores: CSS=2.86, Synergy_ZIP=1.81, Synergy_Bliss=1.94, Synergy_Loewe=-12.1, Synergy_HSA=-2.67.